Dataset: TCR-epitope binding with 47,182 pairs between 192 epitopes and 23,139 TCRs. Task: Binary Classification. Given a T-cell receptor sequence (or CDR3 region) and an epitope sequence, predict whether binding occurs between them. (1) The epitope is RLRPGGKKK. The TCR CDR3 sequence is CASSLDRNTGELFF. Result: 1 (the TCR binds to the epitope). (2) The epitope is KLSYGIATV. The TCR CDR3 sequence is CASSLLSPQETQYF. Result: 1 (the TCR binds to the epitope). (3) The epitope is PROT_97E67BCC. The TCR CDR3 sequence is CASSQGARGGNQPQHF. Result: 1 (the TCR binds to the epitope). (4) The TCR CDR3 sequence is CASRVGQGVVGELFF. The epitope is FLKEKGGL. Result: 1 (the TCR binds to the epitope). (5) The epitope is RQLLFVVEV. The TCR CDR3 sequence is CASSRSDRSWPQYF. Result: 1 (the TCR binds to the epitope).